Dataset: Reaction yield outcomes from USPTO patents with 853,638 reactions. Task: Predict the reaction yield, written as a fraction of the theoretical maximum amount of product (1.0 means a 100% yield; for example, 0.34 means a 34% yield). (1) The catalyst is C(O)C. The yield is 0.640. The product is [CH2:1]([O:8][C:9]1[C:14](=[O:15])[CH:13]=[CH:12][NH:18][C:10]=1[CH3:16])[C:2]1[CH:7]=[CH:6][CH:5]=[CH:4][CH:3]=1. The reactants are [CH2:1]([O:8][C:9]1[C:14](=[O:15])[CH:13]=[CH:12]O[C:10]=1[CH3:16])[C:2]1[CH:7]=[CH:6][CH:5]=[CH:4][CH:3]=1.[OH-].[NH4+:18]. (2) The reactants are I[C:2]1[CH:7]=[C:6]([N+:8]([O-:10])=[O:9])[CH:5]=[CH:4][C:3]=1[O:11][CH3:12].[Cl:13][C:14]1[CH:15]=[C:16](B(O)O)[CH:17]=[CH:18][CH:19]=1.C(=O)([O-])[O-].[K+].[K+].C1(P(C2C=CC=CC=2)C2C=CC=CC=2)C=CC=CC=1. The catalyst is C([O-])(=O)C.[Pd+2].C([O-])(=O)C.CCO.O1CCOCC1. The product is [Cl:13][C:14]1[CH:19]=[C:18]([C:2]2[CH:7]=[C:6]([N+:8]([O-:10])=[O:9])[CH:5]=[CH:4][C:3]=2[O:11][CH3:12])[CH:17]=[CH:16][CH:15]=1. The yield is 0.640.